Dataset: Forward reaction prediction with 1.9M reactions from USPTO patents (1976-2016). Task: Predict the product of the given reaction. (1) The product is: [C:30]([C:3]1[C:4]([O:23][CH:24]2[CH2:25][CH2:26][N:27]([C:33](=[O:37])[C@H:34]([OH:35])[CH3:36])[CH2:28][CH2:29]2)=[N:5][C:6]2[N:7]([N:8]=[CH:9][C:10]=2[C:11]2[CH:12]=[N:13][C:14]([C:17]3[CH:18]=[CH:19][CH:20]=[CH:21][CH:22]=3)=[CH:15][CH:16]=2)[C:2]=1[NH2:1])(=[O:32])[CH3:31]. Given the reactants [NH2:1][C:2]1[N:7]2[N:8]=[CH:9][C:10]([C:11]3[CH:12]=[N:13][C:14]([C:17]4[CH:22]=[CH:21][CH:20]=[CH:19][CH:18]=4)=[CH:15][CH:16]=3)=[C:6]2[N:5]=[C:4]([O:23][CH:24]2[CH2:29][CH2:28][NH:27][CH2:26][CH2:25]2)[C:3]=1[C:30](=[O:32])[CH3:31].[C:33](O)(=[O:37])[C@@H:34]([CH3:36])[OH:35].C1C=CC2N(O)N=NC=2C=1.CCN(C(C)C)C(C)C, predict the reaction product. (2) Given the reactants [CH2:1]([C:5]1[C:6]2[N:7]([CH:12]=[C:13]([C:15]3[CH:20]=[CH:19][CH:18]=[CH:17][C:16]=3[O:21][CH3:22])[N:14]=2)[CH2:8][C:9](=O)[N:10]=1)[CH2:2][CH2:3][CH3:4].B.C1COCC1.Cl.C([O-])([O-])=O.[K+].[K+], predict the reaction product. The product is: [CH2:1]([CH:5]1[NH:10][CH2:9][CH2:8][N:7]2[CH:12]=[C:13]([C:15]3[CH:20]=[CH:19][CH:18]=[CH:17][C:16]=3[O:21][CH3:22])[N:14]=[C:6]12)[CH2:2][CH2:3][CH3:4]. (3) Given the reactants [NH2:1][C:2]1[N:10]=[C:9]([C:11]2[O:12][CH:13]=[CH:14][CH:15]=2)[C:8]([C:16]2[CH:21]=[CH:20][N:19]=[CH:18][N:17]=2)=[CH:7][C:3]=1C(O)=O.N1C2C(=CC=CC=2)C=CC=1, predict the reaction product. The product is: [O:12]1[CH:13]=[CH:14][CH:15]=[C:11]1[C:9]1[N:10]=[C:2]([NH2:1])[CH:3]=[CH:7][C:8]=1[C:16]1[CH:21]=[CH:20][N:19]=[CH:18][N:17]=1. (4) Given the reactants [CH2:1]([O:3][C:4]1[CH:12]=[C:11]2[C:7]([CH:8]=[N:9][NH:10]2)=[CH:6][C:5]=1[NH:13][C:14]1[C:15]2[C:22]3[CH2:23][CH2:24][CH:25]([C:27](O)=[O:28])[CH2:26][C:21]=3[S:20][C:16]=2[N:17]=[CH:18][N:19]=1)[CH3:2].[CH2:30]([NH:32][CH:33]([CH3:35])[CH3:34])[CH3:31], predict the reaction product. The product is: [CH2:1]([O:3][C:4]1[CH:12]=[C:11]2[C:7]([CH:8]=[N:9][NH:10]2)=[CH:6][C:5]=1[NH:13][C:14]1[C:15]2[C:22]3[CH2:23][CH2:24][CH:25]([C:27]([N:32]([CH2:30][CH3:31])[CH:33]([CH3:35])[CH3:34])=[O:28])[CH2:26][C:21]=3[S:20][C:16]=2[N:17]=[CH:18][N:19]=1)[CH3:2]. (5) Given the reactants [Br:1][C:2]1[CH:7]=[CH:6][C:5]([CH2:8][C:9]#[N:10])=[C:4]([C:11]([F:14])([F:13])[F:12])[CH:3]=1.[Cl-].Br[CH2:17][CH2:18]Cl.[OH-].[Na+], predict the reaction product. The product is: [Br:1][C:2]1[CH:7]=[CH:6][C:5]([C:8]2([C:9]#[N:10])[CH2:18][CH2:17]2)=[C:4]([C:11]([F:12])([F:13])[F:14])[CH:3]=1.